Task: Predict the product of the given reaction.. Dataset: Forward reaction prediction with 1.9M reactions from USPTO patents (1976-2016) (1) Given the reactants [Cl:1][C:2]1[CH:6]=[C:5]([C:7]2[CH:8]=[N:9][CH:10]=[C:11]([C:13]#[C:14][CH3:15])[CH:12]=2)[S:4][C:3]=1[C@:16]1([CH3:37])[CH2:21][C@@H:20]([C:22]2[C:23]([CH3:28])=[N:24][O:25][C:26]=2[CH3:27])[S:19][C:18]([NH:29]C(=O)OC(C)(C)C)=[N:17]1.[C:38]([OH:44])([C:40]([F:43])([F:42])[F:41])=[O:39], predict the reaction product. The product is: [Cl:1][C:2]1[CH:6]=[C:5]([C:7]2[CH:8]=[N:9][CH:10]=[C:11]([C:13]#[C:14][CH3:15])[CH:12]=2)[S:4][C:3]=1[C@:16]1([CH3:37])[CH2:21][C@@H:20]([C:22]2[C:23]([CH3:28])=[N:24][O:25][C:26]=2[CH3:27])[S:19][C:18]([NH2:29])=[N:17]1.[C:38]([OH:44])([C:40]([F:43])([F:42])[F:41])=[O:39]. (2) Given the reactants [OH-].[Na+].C(O[C@H]1CC[C@@]2(C)C(CC[C@@H]3[C@@H]2CC[C@@]2(C)[C@H]3CCC2=C)=C1)(=O)C1C=CC=CC=1.O.[CH2:33]=[C:34]1[CH2:39][CH2:38][C@H:37]2[C@H:40]3[C@H:50]([CH2:51][CH2:52][C@:35]12[CH3:36])[C@:48]1([CH3:49])[C:43]([CH2:44][C@@H:45]([OH:53])[CH2:46][CH2:47]1)=[CH:42][CH2:41]3, predict the reaction product. The product is: [CH2:33]1[CH:34]2[C@:35]3([CH2:52][CH2:51][C@@H:50]4[C@@:48]5([CH3:49])[CH2:47][CH2:46][C@H:45]([OH:53])[C:44]1=[C:43]5[CH2:42][CH2:41][C@H:40]4[C@@H:37]3[CH2:38][CH2:39]2)[CH3:36]. (3) Given the reactants [NH2:1][CH2:2][CH2:3][CH2:4][CH2:5][CH2:6][C:7]([NH:9][C:10]([CH3:30])([CH3:29])[CH2:11][N:12]1[C:24]2[C:23]3[CH:22]=[CH:21][CH:20]=[CH:19][C:18]=3[N:17]=[CH:16][C:15]=2[N:14]=[C:13]1[CH2:25][O:26][CH2:27][CH3:28])=[O:8].[C:31](O)(=[O:41])[CH2:32][CH2:33][S:34][S:34][CH2:33][CH2:32][C:31](O)=[O:41].ON1C2C=CC=CC=2N=N1.Cl.CN(C)CCCN=C=NCC, predict the reaction product. The product is: [CH2:27]([O:26][CH2:25][C:13]1[N:12]([CH2:11][C:10]([NH:9][C:7](=[O:8])[CH2:6][CH2:5][CH2:4][CH2:3][CH2:2][NH:1][C:31](=[O:41])[CH2:32][CH2:33][SH:34])([CH3:29])[CH3:30])[C:24]2[C:23]3[CH:22]=[CH:21][CH:20]=[CH:19][C:18]=3[N:17]=[CH:16][C:15]=2[N:14]=1)[CH3:28]. (4) Given the reactants [CH:1]([C:4]1[NH:5][CH:6]=[CH:7][N:8]=1)([CH3:3])[CH3:2].[H-].[Na+].Cl[C:12]1[N:13]=[C:14]([N:32]2[CH2:37][CH2:36][O:35][CH2:34][CH2:33]2)[C:15]2[S:20][C:19]([CH2:21][N:22]3[CH2:27][CH2:26][N:25](S(C)(=O)=O)[CH2:24][CH2:23]3)=[CH:18][C:16]=2[N:17]=1, predict the reaction product. The product is: [CH:1]([C:4]1[N:5]([C:12]2[N:13]=[C:14]([N:32]3[CH2:33][CH2:34][O:35][CH2:36][CH2:37]3)[C:15]3[S:20][C:19]([CH2:21][N:22]4[CH2:27][CH2:26][NH:25][CH2:24][CH2:23]4)=[CH:18][C:16]=3[N:17]=2)[CH:6]=[CH:7][N:8]=1)([CH3:3])[CH3:2]. (5) Given the reactants [Cl:1][C:2]1[N:7]=[CH:6][C:5]2[C:8](I)=[N:9][N:10]([CH:11]([CH3:13])[CH3:12])[C:4]=2[CH:3]=1.Cl.[NH2:16][CH:17]1[CH2:21][N:20]([CH2:22][C:23]2[CH:28]=[CH:27][C:26]([O:29][CH3:30])=[CH:25][CH:24]=2)[C:19](=[O:31])[CH2:18]1.N1CCC[C@H]1C(O)=O.C(=O)([O-])[O-].[K+].[K+], predict the reaction product. The product is: [Cl:1][C:2]1[N:7]=[CH:6][C:5]2[C:8]([NH:16][CH:17]3[CH2:21][N:20]([CH2:22][C:23]4[CH:28]=[CH:27][C:26]([O:29][CH3:30])=[CH:25][CH:24]=4)[C:19](=[O:31])[CH2:18]3)=[N:9][N:10]([CH:11]([CH3:13])[CH3:12])[C:4]=2[CH:3]=1. (6) Given the reactants C1(N2CCCN([C:12]([C:14]3[CH:21]=[CH:20][C:17]([CH:18]=[O:19])=[CH:16][CH:15]=3)=[O:13])CC2)CCC1.C(C1C=CC(C=O)=CC=1)(O)=O.O=S(Cl)[Cl:35].CN(C=O)C.[OH-].[Na+].Cl, predict the reaction product. The product is: [CH:18]([C:17]1[CH:20]=[CH:21][C:14]([C:12]([Cl:35])=[O:13])=[CH:15][CH:16]=1)=[O:19]. (7) The product is: [I:43][CH2:2][CH2:3][CH2:4][O:5][CH2:6]/[CH:7]=[CH:8]/[C:9]1[CH:18]=[CH:17][C:12]2[O:13][CH2:14][CH2:15][O:16][C:11]=2[CH:10]=1. Given the reactants O[CH2:2][CH2:3][CH2:4][O:5][CH2:6]/[CH:7]=[CH:8]/[C:9]1[CH:18]=[CH:17][C:12]2[O:13][CH2:14][CH2:15][O:16][C:11]=2[CH:10]=1.C1(P(C2C=CC=CC=2)C2C=CC=CC=2)C=CC=CC=1.N1C=CN=C1.[I:43]I, predict the reaction product.